Dataset: Full USPTO retrosynthesis dataset with 1.9M reactions from patents (1976-2016). Task: Predict the reactants needed to synthesize the given product. (1) Given the product [CH3:13][O:14][C:15](=[O:25])[CH:16]([Br:33])[C:17]1[CH:22]=[CH:21][CH:20]=[C:19]([O:23][CH3:24])[CH:18]=1, predict the reactants needed to synthesize it. The reactants are: CC(N=NC(C#N)(C)C)(C#N)C.[CH3:13][O:14][C:15](=[O:25])[CH2:16][C:17]1[CH:22]=[CH:21][CH:20]=[C:19]([O:23][CH3:24])[CH:18]=1.C1C(=O)N([Br:33])C(=O)C1. (2) Given the product [CH2:1]([C:10]1[CH:15]=[CH:14][C:13]([CH:16]2[O:17][CH2:18][CH2:19][O:20]2)=[CH:12][N:11]=1)[C:2]1[CH:7]=[CH:6][CH:5]=[CH:4][CH:3]=1, predict the reactants needed to synthesize it. The reactants are: [CH2:1](Br)[C:2]1[CH:7]=[CH:6][CH:5]=[CH:4][CH:3]=1.Br[C:10]1[CH:15]=[CH:14][C:13]([CH:16]2[O:20][CH2:19][CH2:18][O:17]2)=[CH:12][N:11]=1. (3) The reactants are: [CH3:1][N:2]([N:4]=[N:5][C:6]1[CH:10]=[CH:9][S:8][C:7]=1[C:11]([O:13]C)=[O:12])[CH3:3].[OH-].[Na+].Cl. Given the product [CH3:3][N:2]([N:4]=[N:5][C:6]1[CH:10]=[CH:9][S:8][C:7]=1[C:11]([OH:13])=[O:12])[CH3:1], predict the reactants needed to synthesize it. (4) Given the product [C:1]([O:5][C:6](=[O:17])[NH:7][C@H:8]1[CH2:13][CH2:12][CH2:11][C@@H:10]([C:14]#[N:15])[CH2:9]1)([CH3:4])([CH3:2])[CH3:3], predict the reactants needed to synthesize it. The reactants are: [C:1]([O:5][C:6](=[O:17])[NH:7][C@H:8]1[CH2:13][CH2:12][CH2:11][C@@H:10]([C:14](=O)[NH2:15])[CH2:9]1)([CH3:4])([CH3:3])[CH3:2].C(N(CC)CC)C.C(OC(C(F)(F)F)=O)(C(F)(F)F)=O. (5) Given the product [F:8][C:7]1[CH:6]=[CH:5][C:4]([C:9]2[N:10]=[C:11]([C:15]3[CH:20]=[CH:19][C:18]([O:21][CH3:22])=[CH:17][CH:16]=3)[N:12]=[N:13][CH:14]=2)=[CH:3][C:2]=1[C:25]1[C:24]([F:23])=[CH:29][CH:28]=[CH:27][N:26]=1, predict the reactants needed to synthesize it. The reactants are: Br[C:2]1[CH:3]=[C:4]([C:9]2[N:10]=[C:11]([C:15]3[CH:20]=[CH:19][C:18]([O:21][CH3:22])=[CH:17][CH:16]=3)[N:12]=[N:13][CH:14]=2)[CH:5]=[CH:6][C:7]=1[F:8].[F:23][C:24]1[C:25]([Sn](CCCC)(CCCC)CCCC)=[N:26][CH:27]=[CH:28][CH:29]=1. (6) Given the product [C:1]([CH2:18][CH:19]([C:21]1[CH:33]=[CH:32][C:24]([C:25]([OH:27])=[O:26])=[CH:23][C:22]=1[N+:34]([O-:36])=[O:35])[CH3:20])([O:3][CH2:4][CH:5]1[C:6]2[C:11](=[CH:10][CH:9]=[CH:8][CH:7]=2)[C:12]2[C:17]1=[CH:16][CH:15]=[CH:14][CH:13]=2)=[O:2], predict the reactants needed to synthesize it. The reactants are: [C:1]([CH2:18][CH:19]([C:21]1[CH:33]=[CH:32][C:24]([C:25]([O:27]C(C)(C)C)=[O:26])=[CH:23][C:22]=1[N+:34]([O-:36])=[O:35])[CH3:20])([O:3][CH2:4][CH:5]1[C:17]2[C:12](=[CH:13][CH:14]=[CH:15][CH:16]=2)[C:11]2[C:6]1=[CH:7][CH:8]=[CH:9][CH:10]=2)=[O:2].C(O)(C(F)(F)F)=O. (7) Given the product [CH2:1]([O:8][C:9]1[CH:16]=[CH:15][C:12]([CH:13]=[O:14])=[CH:11][C:10]=1[O:17][CH2:21][CH2:22][CH2:23][CH2:24][CH2:25][CH2:26][CH2:27][CH3:28])[C:2]1[CH:3]=[CH:4][CH:5]=[CH:6][CH:7]=1, predict the reactants needed to synthesize it. The reactants are: [CH2:1]([O:8][C:9]1[CH:16]=[CH:15][C:12]([CH:13]=[O:14])=[CH:11][C:10]=1[OH:17])[C:2]1[CH:7]=[CH:6][CH:5]=[CH:4][CH:3]=1.[H-].[Na+].I[CH2:21][CH2:22][CH2:23][CH2:24][CH2:25][CH2:26][CH2:27][CH3:28].[NH4+].[Cl-]. (8) Given the product [CH:23]1([CH2:1][N:2]2[CH2:3][CH2:4][C@@:5]34[C:15]5[C:14]6[CH2:13][C@@H:12]2[C@:11]3([OH:22])[CH2:10][CH2:9][C:7](=[O:8])[C@@H:6]4[O:21][C:16]=5[C:17]([OH:20])=[CH:18][CH:19]=6)[CH2:26][CH2:25][CH2:24]1, predict the reactants needed to synthesize it. The reactants are: [CH3:1][N:2]1[C@@H:12]2[CH2:13][C:14]3[CH:19]=[CH:18][C:17]([OH:20])=[C:16]4[O:21][C@H:6]5[C:7]([CH:9]=[CH:10][C@:11]2([OH:22])[C@:5]5([C:15]=34)[CH2:4][CH2:3]1)=[O:8].[CH2:23]1[CH2:26][CH2:25][CH:24]1C=O.C(O)=O.C(N(CC)CC)C. (9) Given the product [CH2:28]([O:30][C:31](=[O:51])[CH2:32][C:33]1([C:36]2[CH:41]=[CH:40][C:39]([C:2]3[CH:3]=[CH:4][C:5]([C:8]4[O:12][N:11]=[C:10]([CH3:13])[C:9]=4[NH:14][CH:15]([C:17]4[O:21][N:20]=[C:19]([C:22]5[CH:27]=[CH:26][CH:25]=[CH:24][CH:23]=5)[CH:18]=4)[CH3:16])=[CH:6][CH:7]=3)=[CH:38][CH:37]=2)[CH2:35][CH2:34]1)[CH3:29], predict the reactants needed to synthesize it. The reactants are: Br[C:2]1[CH:7]=[CH:6][C:5]([C:8]2[O:12][N:11]=[C:10]([CH3:13])[C:9]=2[NH:14][CH:15]([C:17]2[O:21][N:20]=[C:19]([C:22]3[CH:27]=[CH:26][CH:25]=[CH:24][CH:23]=3)[CH:18]=2)[CH3:16])=[CH:4][CH:3]=1.[CH2:28]([O:30][C:31](=[O:51])[CH2:32][C:33]1([C:36]2[CH:41]=[CH:40][C:39](B3OC(C)(C)C(C)(C)O3)=[CH:38][CH:37]=2)[CH2:35][CH2:34]1)[CH3:29]. (10) Given the product [N:1]1[CH:6]=[CH:5][CH:4]=[CH:3][C:2]=1[C:7]1[C:12]2[N:13]=[CH:14][NH:15][C:11]=2[CH:10]=[CH:9][N:8]=1, predict the reactants needed to synthesize it. The reactants are: [N:1]1[CH:6]=[CH:5][CH:4]=[CH:3][C:2]=1[CH:7]1[C:12]2[N:13]=[CH:14][NH:15][C:11]=2[CH2:10][CH2:9][NH:8]1.I(C1C=CC=CC=1)(=O)=O.